Dataset: Peptide-MHC class I binding affinity with 185,985 pairs from IEDB/IMGT. Task: Regression. Given a peptide amino acid sequence and an MHC pseudo amino acid sequence, predict their binding affinity value. This is MHC class I binding data. (1) The peptide sequence is TSSMRGVYY. The MHC is HLA-A30:02 with pseudo-sequence HLA-A30:02. The binding affinity (normalized) is 0.555. (2) The peptide sequence is SRFTYHRL. The MHC is H-2-Db with pseudo-sequence H-2-Db. The binding affinity (normalized) is 0.137. (3) The peptide sequence is DETFVHSGF. The MHC is HLA-B40:01 with pseudo-sequence HLA-B40:01. The binding affinity (normalized) is 0.0847. (4) The MHC is Mamu-B8301 with pseudo-sequence Mamu-B8301. The binding affinity (normalized) is 0.391. The peptide sequence is YIVVGVILLR. (5) The peptide sequence is MYPSCCCTK. The MHC is HLA-A11:01 with pseudo-sequence HLA-A11:01. The binding affinity (normalized) is 0.184. (6) The MHC is HLA-A11:01 with pseudo-sequence HLA-A11:01. The peptide sequence is LAEHISDSI. The binding affinity (normalized) is 0. (7) The peptide sequence is IMSMMNITRL. The MHC is HLA-A68:02 with pseudo-sequence HLA-A68:02. The binding affinity (normalized) is 0.559.